Dataset: Peptide-MHC class I binding affinity with 185,985 pairs from IEDB/IMGT. Task: Regression. Given a peptide amino acid sequence and an MHC pseudo amino acid sequence, predict their binding affinity value. This is MHC class I binding data. (1) The peptide sequence is EMKTDAATL. The MHC is HLA-A30:02 with pseudo-sequence HLA-A30:02. The binding affinity (normalized) is 0.00417. (2) The peptide sequence is IGLGILADL. The MHC is H-2-Kb with pseudo-sequence H-2-Kb. The binding affinity (normalized) is 0.326. (3) The peptide sequence is HEGDIVPLF. The MHC is HLA-B35:01 with pseudo-sequence HLA-B35:01. The binding affinity (normalized) is 0.518. (4) The peptide sequence is SQLAHLVYV. The MHC is H-2-Kb with pseudo-sequence H-2-Kb. The binding affinity (normalized) is 0.525. (5) The peptide sequence is MGQLTWSDL. The MHC is HLA-B07:02 with pseudo-sequence HLA-B07:02. The binding affinity (normalized) is 0.148. (6) The peptide sequence is RLHSNTILK. The MHC is HLA-A32:01 with pseudo-sequence HLA-A32:01. The binding affinity (normalized) is 0.191. (7) The peptide sequence is STGNYNYKYR. The MHC is HLA-A03:01 with pseudo-sequence HLA-A03:01. The binding affinity (normalized) is 0.268.